Dataset: Forward reaction prediction with 1.9M reactions from USPTO patents (1976-2016). Task: Predict the product of the given reaction. The product is: [CH2:1]([O:19][C:20]1[C:33]([O:34][CH2:35][CH2:36][CH2:37][CH2:38][CH2:39][CH2:40][CH2:41][CH2:42][CH2:43][CH2:44][CH2:45][CH2:46][CH2:47][CH2:48][CH2:49][CH2:50][CH2:51][CH3:52])=[C:32]([O:53][CH2:54][CH2:55][CH2:56][CH2:57][CH2:58][CH2:59][CH2:60][CH2:61][CH2:62][CH2:63][CH2:64][CH2:65][CH2:66][CH2:67][CH2:68][CH2:69][CH2:70][CH3:71])[CH:31]=[CH:30][C:21]=1[CH:22]([OH:23])[C:24]1[CH:29]=[CH:28][CH:27]=[CH:26][CH:25]=1)[CH2:2][CH2:3][CH2:4][CH2:5][CH2:6][CH2:7][CH2:8][CH2:9][CH2:10][CH2:11][CH2:12][CH2:13][CH2:14][CH2:15][CH2:16][CH2:17][CH3:18]. Given the reactants [CH2:1]([O:19][C:20]1[C:33]([O:34][CH2:35][CH2:36][CH2:37][CH2:38][CH2:39][CH2:40][CH2:41][CH2:42][CH2:43][CH2:44][CH2:45][CH2:46][CH2:47][CH2:48][CH2:49][CH2:50][CH2:51][CH3:52])=[C:32]([O:53][CH2:54][CH2:55][CH2:56][CH2:57][CH2:58][CH2:59][CH2:60][CH2:61][CH2:62][CH2:63][CH2:64][CH2:65][CH2:66][CH2:67][CH2:68][CH2:69][CH2:70][CH3:71])[CH:31]=[CH:30][C:21]=1[C:22]([C:24]1[CH:29]=[CH:28][CH:27]=[CH:26][CH:25]=1)=[O:23])[CH2:2][CH2:3][CH2:4][CH2:5][CH2:6][CH2:7][CH2:8][CH2:9][CH2:10][CH2:11][CH2:12][CH2:13][CH2:14][CH2:15][CH2:16][CH2:17][CH3:18].[BH4-].[Na+].Cl, predict the reaction product.